From a dataset of Full USPTO retrosynthesis dataset with 1.9M reactions from patents (1976-2016). Predict the reactants needed to synthesize the given product. (1) Given the product [F:1][C:2]1[CH:23]=[C:22]([F:24])[CH:21]=[CH:20][C:3]=1[O:4][CH:5]1[CH2:10][CH2:9][N:8]([CH2:11][CH2:12][C@H:13]2[CH2:14][CH2:15][C@H:16]([NH:19][C:42]([C:35]3[C:36]4[C:41](=[CH:40][CH:39]=[CH:38][CH:37]=4)[N:32]=[CH:33][CH:34]=3)=[O:43])[CH2:17][CH2:18]2)[CH2:7][CH2:6]1, predict the reactants needed to synthesize it. The reactants are: [F:1][C:2]1[CH:23]=[C:22]([F:24])[CH:21]=[CH:20][C:3]=1[O:4][CH:5]1[CH2:10][CH2:9][N:8]([CH2:11][CH2:12][CH:13]2[CH2:18][CH2:17][CH:16]([NH2:19])[CH2:15][CH2:14]2)[CH2:7][CH2:6]1.FC(F)(F)C(O)=O.[N:32]1[C:41]2[C:36](=[CH:37][CH:38]=[CH:39][CH:40]=2)[C:35]([C:42](O)=[O:43])=[CH:34][CH:33]=1. (2) Given the product [CH2:1]([C@@:5]1([CH2:39][CH3:40])[NH:11][C@@H:10]([C:12]2[CH:13]=[CH:14][CH:15]=[CH:16][CH:17]=2)[C:9]2[CH:18]=[C:19]([O:35][CH3:36])[C:20]([CH2:22][NH:23][CH:24]([CH2:30][C:31]([OH:33])=[O:32])[CH2:25][C:26]([OH:28])=[O:27])=[CH:21][C:8]=2[S:7](=[O:37])(=[O:38])[CH2:6]1)[CH2:2][CH2:3][CH3:4], predict the reactants needed to synthesize it. The reactants are: [CH2:1]([C@@:5]1([CH2:39][CH3:40])[NH:11][C@@H:10]([C:12]2[CH:17]=[CH:16][CH:15]=[CH:14][CH:13]=2)[C:9]2[CH:18]=[C:19]([O:35][CH3:36])[C:20]([CH2:22][NH:23][CH:24]([CH2:30][C:31]([O:33]C)=[O:32])[CH2:25][C:26]([O:28]C)=[O:27])=[CH:21][C:8]=2[S:7](=[O:38])(=[O:37])[CH2:6]1)[CH2:2][CH2:3][CH3:4].O.[OH-].[Li+]. (3) Given the product [F:16][C:10]1[CH:11]=[C:12]([F:15])[CH:13]=[CH:14][C:9]=1[O:8][C:7]1[CH:6]=[CH:5][C:4]([S:17]([NH2:20])(=[O:19])=[O:18])=[CH:3][C:2]=1[I:26], predict the reactants needed to synthesize it. The reactants are: N[C:2]1[CH:3]=[C:4]([S:17]([NH2:20])(=[O:19])=[O:18])[CH:5]=[CH:6][C:7]=1[O:8][C:9]1[CH:14]=[CH:13][C:12]([F:15])=[CH:11][C:10]=1[F:16].Cl.N([O-])=O.[Na+].[I-:26].[K+]. (4) Given the product [NH2:12][CH2:13][CH2:14][CH2:15][O:16][C:17]1[CH:18]=[CH:19][C:20]2[CH2:26][CH:25]([CH2:27][C:28]([O:30][CH2:31][CH3:32])=[O:29])[C:24]3[CH:33]=[CH:34][CH:35]=[CH:36][C:23]=3[CH2:22][C:21]=2[CH:37]=1, predict the reactants needed to synthesize it. The reactants are: [N+](C1C=CC(COC([NH:12][CH2:13][CH2:14][CH2:15][O:16][C:17]2[CH:18]=[CH:19][C:20]3[CH2:26][CH:25]([CH2:27][C:28]([O:30][CH2:31][CH3:32])=[O:29])[C:24]4[CH:33]=[CH:34][CH:35]=[CH:36][C:23]=4[CH2:22][C:21]=3[CH:37]=2)=O)=CC=1)([O-])=O.